From a dataset of Full USPTO retrosynthesis dataset with 1.9M reactions from patents (1976-2016). Predict the reactants needed to synthesize the given product. (1) Given the product [F:1][C:2]1[CH:7]=[CH:6][C:5]([O:8][CH2:12][C:13]([O:15][CH2:16][CH3:17])=[O:14])=[CH:4][CH:3]=1, predict the reactants needed to synthesize it. The reactants are: [F:1][C:2]1[CH:7]=[CH:6][C:5]([OH:8])=[CH:4][CH:3]=1.[H-].[Na+].Br[CH2:12][C:13]([O:15][CH2:16][CH3:17])=[O:14]. (2) Given the product [CH:29]([O:28][C:13]1[CH:12]=[C:11]([CH:16]=[C:15]([O:17][C:18]2[CH:23]=[CH:22][C:21]([S:24]([CH3:27])(=[O:25])=[O:26])=[CH:20][CH:19]=2)[CH:14]=1)[C:10]([NH:9][C:6]1[CH:5]=[N:4][C:3]([CH2:2][P:40](=[O:44])([O:41][CH2:42][CH3:43])[O:39][CH2:37][CH3:38])=[CH:8][N:7]=1)=[O:32])([CH3:30])[CH3:31], predict the reactants needed to synthesize it. The reactants are: O[CH2:2][C:3]1[N:4]=[CH:5][C:6]([NH:9][C:10](=[O:32])[C:11]2[CH:16]=[C:15]([O:17][C:18]3[CH:23]=[CH:22][C:21]([S:24]([CH3:27])(=[O:26])=[O:25])=[CH:20][CH:19]=3)[CH:14]=[C:13]([O:28][CH:29]([CH3:31])[CH3:30])[CH:12]=2)=[N:7][CH:8]=1.P(Br)(Br)Br.[CH2:37]([O:39][P:40]([O:44]CC)[O:41][CH2:42][CH3:43])[CH3:38]. (3) Given the product [Br:1][C:2]1[C:3]([F:17])=[CH:4][C:5]([F:16])=[C:6]([C@:8]2([CH3:15])[CH2:13][CH2:12][S:11][C:10]([NH:14][C:28](=[O:29])[O:27][C:23]([CH3:26])([CH3:25])[CH3:24])=[N:9]2)[CH:7]=1, predict the reactants needed to synthesize it. The reactants are: [Br:1][C:2]1[C:3]([F:17])=[CH:4][C:5]([F:16])=[C:6]([C@:8]2([CH3:15])[CH2:13][CH2:12][S:11][C:10]([NH2:14])=[N:9]2)[CH:7]=1.C(=O)(O)[O-].[Na+].[C:23]([O:27][C:28](O[C:28]([O:27][C:23]([CH3:26])([CH3:25])[CH3:24])=[O:29])=[O:29])([CH3:26])([CH3:25])[CH3:24].